Predict which catalyst facilitates the given reaction. From a dataset of Catalyst prediction with 721,799 reactions and 888 catalyst types from USPTO. (1) Reactant: C(OC([N:8]1[CH2:13][CH2:12][C:11]([C:17]2[CH:22]=[CH:21][CH:20]=[C:19]([C:23]3[CH:24]=[N:25][N:26]([CH3:28])[CH:27]=3)[CH:18]=2)([C:14](O)=[O:15])[CH2:10][CH2:9]1)=O)(C)(C)C.[H-].[Al+3].[Li+].[H-].[H-].[H-]. Product: [CH3:28][N:26]1[CH:27]=[C:23]([C:19]2[CH:18]=[C:17]([C:11]3([CH2:14][OH:15])[CH2:12][CH2:13][NH:8][CH2:9][CH2:10]3)[CH:22]=[CH:21][CH:20]=2)[CH:24]=[N:25]1. The catalyst class is: 7. (2) Reactant: C([Si](C=C)(C)O[Si](C)(C)C)=C.C([Si](C=C)(OCC)O[Si](OCC)(OCC)OCC)=C.C[SiH](C)O[Si](O[SiH](C)C)(O[SiH](C)C)O[SiH](C)C.C([C:50]1[C:51]2[C:56]([CH:57]=[C:58]3[C:63]=1[CH:62]=[CH:61][CH:60]=[CH:59]3)=[CH:55][CH:54]=[CH:53][CH:52]=2)=C. Product: [CH:52]1[C:51]2[C:56](=[CH:57][C:58]3[C:63]([CH:50]=2)=[CH:62][CH:61]=[CH:60][CH:59]=3)[CH:55]=[CH:54][CH:53]=1. The catalyst class is: 11. (3) Reactant: Cl[C:2]1[N:11]=[C:10]([C:12]2[CH:17]=[CH:16][CH:15]=[CH:14][C:13]=2[F:18])[C:9]2[C:4](=[CH:5][CH:6]=[CH:7][CH:8]=2)[N:3]=1.[CH2:19]([O:21][C:22]1[CH:23]=[C:24]([CH:33]=[CH:34][C:35]=1[O:36][CH3:37])[CH2:25][N:26]1[CH2:31][CH2:30][CH:29]([NH2:32])[CH2:28][CH2:27]1)[CH3:20]. Product: [CH2:19]([O:21][C:22]1[CH:23]=[C:24]([CH:33]=[CH:34][C:35]=1[O:36][CH3:37])[CH2:25][N:26]1[CH2:27][CH2:28][CH:29]([NH:32][C:2]2[N:11]=[C:10]([C:12]3[CH:17]=[CH:16][CH:15]=[CH:14][C:13]=3[F:18])[C:9]3[C:4](=[CH:5][CH:6]=[CH:7][CH:8]=3)[N:3]=2)[CH2:30][CH2:31]1)[CH3:20]. The catalyst class is: 37. (4) Reactant: [NH2:1][C:2]1[CH:7]=[CH:6][CH:5]=[C:4]([NH2:8])[N:3]=1.[C:9]([O-])([O-])=O.[K+].[K+].CI.O. Product: [CH3:9][NH:1][C:2]1[CH:7]=[CH:6][CH:5]=[C:4]([NH2:8])[N:3]=1. The catalyst class is: 1. (5) Reactant: [Cl:1][C:2]1[CH:7]=[CH:6][C:5]([SH:8])=[CH:4][CH:3]=1.C([O-])([O-])=O.[K+].[K+].Br[CH2:16][CH:17]([O:21][CH2:22][CH3:23])[O:18][CH2:19][CH3:20]. Product: [Cl:1][C:2]1[CH:7]=[CH:6][C:5]([S:8][CH2:16][CH:17]([O:21][CH2:22][CH3:23])[O:18][CH2:19][CH3:20])=[CH:4][CH:3]=1. The catalyst class is: 31.